Dataset: Forward reaction prediction with 1.9M reactions from USPTO patents (1976-2016). Task: Predict the product of the given reaction. (1) Given the reactants [Br:1][C:2]1[C:3](=[O:18])[NH:4][CH:5]=[CH:6][C:7]=1[O:8][CH2:9][C:10]1[CH:15]=[CH:14][C:13]([F:16])=[CH:12][C:11]=1[F:17].C([O-])([O-])=O.[K+].[K+].[Br:25][CH2:26][C:27]1[CH:32]=[CH:31][CH:30]=[C:29]([CH2:33]Br)[C:28]=1[F:35], predict the reaction product. The product is: [Br:1][C:2]1[C:3](=[O:18])[N:4]([CH2:33][C:29]2[CH:30]=[CH:31][CH:32]=[C:27]([CH2:26][Br:25])[C:28]=2[F:35])[CH:5]=[CH:6][C:7]=1[O:8][CH2:9][C:10]1[CH:15]=[CH:14][C:13]([F:16])=[CH:12][C:11]=1[F:17]. (2) Given the reactants [Br:1][C:2]1[CH:3]=[C:4]([CH:14]=[CH:15][CH:16]=1)/[C:5](=[N:7]\[C:8]1[CH:13]=[CH:12][CH:11]=[CH:10][CH:9]=1)/[NH2:6].Cl[CH2:18][CH:19]=O.C(=O)(O)[O-].[Na+].CC(O)C, predict the reaction product. The product is: [Br:1][C:2]1[CH:3]=[C:4]([C:5]2[N:7]([C:8]3[CH:13]=[CH:12][CH:11]=[CH:10][CH:9]=3)[CH:18]=[CH:19][N:6]=2)[CH:14]=[CH:15][CH:16]=1. (3) The product is: [N:25]1([NH:24][C:3]([C:5]2[O:9][N:8]=[C:7]([O:10][CH2:11][C:12]3[C:13]([C:18]4[CH:23]=[CH:22][CH:21]=[CH:20][N:19]=4)=[N:14][O:15][C:16]=3[CH3:17])[CH:6]=2)=[O:4])[CH2:30][CH2:29][O:28][CH2:27][CH2:26]1. Given the reactants CO[C:3]([C:5]1[O:9][N:8]=[C:7]([O:10][CH2:11][C:12]2[C:13]([C:18]3[CH:23]=[CH:22][CH:21]=[CH:20][N:19]=3)=[N:14][O:15][C:16]=2[CH3:17])[CH:6]=1)=[O:4].[NH2:24][N:25]1[CH2:30][CH2:29][O:28][CH2:27][CH2:26]1, predict the reaction product. (4) Given the reactants C1(P(C2C=CC=CC=2)C2C=CC=CC=2)C=CC=CC=1.[F:20][C:21]1[CH:26]=[CH:25][CH:24]=[CH:23][C:22]=1[S:27]([N:30]1[C:38]2[C:33](=[C:34]([OH:39])[CH:35]=[CH:36][CH:37]=2)[CH:32]=[CH:31]1)(=[O:29])=[O:28].[C:40]([O:44][C:45](=[O:51])[N:46]([CH2:48][CH2:49]O)[CH3:47])([CH3:43])([CH3:42])[CH3:41].CCOC(/N=N/C(OCC)=O)=O, predict the reaction product. The product is: [C:40]([O:44][C:45](=[O:51])[N:46]([CH2:48][CH2:49][O:39][C:34]1[CH:35]=[CH:36][CH:37]=[C:38]2[C:33]=1[CH:32]=[CH:31][N:30]2[S:27]([C:22]1[CH:23]=[CH:24][CH:25]=[CH:26][C:21]=1[F:20])(=[O:28])=[O:29])[CH3:47])([CH3:43])([CH3:42])[CH3:41]. (5) Given the reactants Cl[C:2]1[N:7]=[C:6]([N:8]2[C:12]3[CH:13]=[CH:14][CH:15]=[CH:16][C:11]=3[N:10]=[C:9]2[CH:17]([F:19])[F:18])[N:5]=[C:4]([N:20]2[CH2:25][CH2:24][O:23][CH2:22][CH2:21]2)[N:3]=1.C(=O)([O-])[O-].[K+].[K+].[CH2:32]1[C:35]2([CH2:38][NH:37][CH2:36]2)[CH2:34][N:33]1[C:39]([O:41][C:42]([CH3:45])([CH3:44])[CH3:43])=[O:40], predict the reaction product. The product is: [C:42]([O:41][C:39]([N:33]1[CH2:34][C:35]2([CH2:36][N:37]([C:2]3[N:7]=[C:6]([N:8]4[C:12]5[CH:13]=[CH:14][CH:15]=[CH:16][C:11]=5[N:10]=[C:9]4[CH:17]([F:18])[F:19])[N:5]=[C:4]([N:20]4[CH2:25][CH2:24][O:23][CH2:22][CH2:21]4)[N:3]=3)[CH2:38]2)[CH2:32]1)=[O:40])([CH3:45])([CH3:43])[CH3:44]. (6) Given the reactants Cl[C:2]1[CH:10]=[CH:9][CH:8]=[C:7]2[C:3]=1[C:4]([NH2:11])=[N:5][NH:6]2.[F:12][C:13]([F:24])([F:23])[C:14]1[CH:19]=[CH:18][C:17](B(O)O)=[CH:16][CH:15]=1.P([O-])([O-])([O-])=O.[K+].[K+].[K+], predict the reaction product. The product is: [F:12][C:13]([F:24])([F:23])[C:14]1[CH:19]=[CH:18][C:17]([C:2]2[CH:10]=[CH:9][CH:8]=[C:7]3[C:3]=2[C:4]([NH2:11])=[N:5][NH:6]3)=[CH:16][CH:15]=1. (7) Given the reactants [Cl:1][C:2]1[N:11]=[C:10](Cl)[C:9]2[C:4](=[C:5]([CH3:13])[CH:6]=[CH:7][CH:8]=2)[N:3]=1.[C:14]([NH:17][C@H:18]1[CH2:22][CH2:21][NH:20][CH2:19]1)(=[O:16])[CH3:15], predict the reaction product. The product is: [Cl:1][C:2]1[N:11]=[C:10]([N:20]2[CH2:21][CH2:22][C@H:18]([NH:17][C:14](=[O:16])[CH3:15])[CH2:19]2)[C:9]2[C:4](=[C:5]([CH3:13])[CH:6]=[CH:7][CH:8]=2)[N:3]=1. (8) Given the reactants Cl.[C:2]([C:5]1[CH:6]=[CH:7][C:8]([O:31][CH2:32][CH:33]2[CH2:35][CH2:34]2)=[C:9]([C:11]2[C:12]3[NH:19][C:18]([CH3:20])=[C:17]([C:21]([NH:23][C@H:24]4[CH2:29][CH2:28][C@H:27]([NH2:30])[CH2:26][CH2:25]4)=[O:22])[C:13]=3[N:14]=[CH:15][N:16]=2)[CH:10]=1)(=[O:4])[CH3:3].C([O:39][C@@H:40]([CH3:44])[C:41](Cl)=[O:42])(=O)C, predict the reaction product. The product is: [C:2]([C:5]1[CH:6]=[CH:7][C:8]([O:31][CH2:32][CH:33]2[CH2:34][CH2:35]2)=[C:9]([C:11]2[C:12]3[NH:19][C:18]([CH3:20])=[C:17]([C:21]([NH:23][C@H:24]4[CH2:29][CH2:28][C@H:27]([NH:30][C:41](=[O:42])[C@@H:40]([OH:39])[CH3:44])[CH2:26][CH2:25]4)=[O:22])[C:13]=3[N:14]=[CH:15][N:16]=2)[CH:10]=1)(=[O:4])[CH3:3]. (9) Given the reactants [Br:1]N1C(=O)CCC1=O.[NH2:9][C:10]1[S:11][CH:12]=[C:13]([C:15]([CH3:18])([CH3:17])[CH3:16])[N:14]=1.CCCCCC, predict the reaction product. The product is: [NH2:9][C:10]1[S:11][C:12]([Br:1])=[C:13]([C:15]([CH3:18])([CH3:17])[CH3:16])[N:14]=1.